Dataset: Catalyst prediction with 721,799 reactions and 888 catalyst types from USPTO. Task: Predict which catalyst facilitates the given reaction. Reactant: [OH:1][C:2]1[C:3]([C:18](=O)[CH3:19])=[N:4][N:5]([CH3:17])[C:6]=1[C:7]1[CH:12]=[CH:11][CH:10]=[C:9]([C:13]([F:16])([F:15])[F:14])[CH:8]=1.C(OC[C:31]([NH:33][NH2:34])=[O:32])(=O)C1C=CC=CC=1.[CH3:35][CH2:36][CH2:37][CH2:38][CH2:39][CH3:40].[C:41]([O:44][CH2:45]C)(=[O:43])C. Product: [OH:1][C:2]1[C:3]([C:18](=[N:34][NH:33][C:31]([C:37]2[CH:36]=[CH:35][C:40]([C:41]([O:44][CH3:45])=[O:43])=[CH:39][CH:38]=2)=[O:32])[CH3:19])=[N:4][N:5]([CH3:17])[C:6]=1[C:7]1[CH:12]=[CH:11][CH:10]=[C:9]([C:13]([F:16])([F:15])[F:14])[CH:8]=1. The catalyst class is: 32.